Dataset: Peptide-MHC class I binding affinity with 185,985 pairs from IEDB/IMGT. Task: Regression. Given a peptide amino acid sequence and an MHC pseudo amino acid sequence, predict their binding affinity value. This is MHC class I binding data. (1) The peptide sequence is EKLKSLFNTV. The MHC is HLA-A30:01 with pseudo-sequence HLA-A30:01. The binding affinity (normalized) is 0.350. (2) The peptide sequence is SLGQHIYET. The MHC is HLA-A02:16 with pseudo-sequence HLA-A02:16. The binding affinity (normalized) is 0.834. (3) The peptide sequence is RVSTVSQLAK. The MHC is HLA-A11:01 with pseudo-sequence HLA-A11:01. The binding affinity (normalized) is 0.658. (4) The peptide sequence is YQVLVMVPK. The MHC is HLA-B15:09 with pseudo-sequence HLA-B15:09. The binding affinity (normalized) is 0.0847. (5) The peptide sequence is QQYAGWSAL. The MHC is HLA-B08:02 with pseudo-sequence HLA-B08:02. The binding affinity (normalized) is 0.0847. (6) The peptide sequence is SAPSLKATCTA. The MHC is Mamu-A01 with pseudo-sequence Mamu-A01. The binding affinity (normalized) is 0.345. (7) The peptide sequence is IVTDFSVIK. The MHC is HLA-B44:03 with pseudo-sequence HLA-B44:03. The binding affinity (normalized) is 0. (8) The peptide sequence is SLIANIDWI. The MHC is Mamu-B01 with pseudo-sequence Mamu-B01. The binding affinity (normalized) is 0.204. (9) The peptide sequence is VVYRDSIPH. The MHC is HLA-A11:02 with pseudo-sequence HLA-A11:01. The binding affinity (normalized) is 0.851. (10) The peptide sequence is RVYKNYDPR. The MHC is HLA-A26:01 with pseudo-sequence HLA-A26:01. The binding affinity (normalized) is 0.0847.